Task: Regression. Given two drug SMILES strings and cell line genomic features, predict the synergy score measuring deviation from expected non-interaction effect.. Dataset: NCI-60 drug combinations with 297,098 pairs across 59 cell lines (1) Drug 1: CCCS(=O)(=O)NC1=C(C(=C(C=C1)F)C(=O)C2=CNC3=C2C=C(C=N3)C4=CC=C(C=C4)Cl)F. Drug 2: CC1CCC2CC(C(=CC=CC=CC(CC(C(=O)C(C(C(=CC(C(=O)CC(OC(=O)C3CCCCN3C(=O)C(=O)C1(O2)O)C(C)CC4CCC(C(C4)OC)OCCO)C)C)O)OC)C)C)C)OC. Cell line: SN12C. Synergy scores: CSS=14.2, Synergy_ZIP=-1.04, Synergy_Bliss=1.02, Synergy_Loewe=-16.9, Synergy_HSA=-0.837. (2) Drug 1: C1CN1C2=NC(=NC(=N2)N3CC3)N4CC4. Drug 2: CC1C(C(CC(O1)OC2CC(CC3=C2C(=C4C(=C3O)C(=O)C5=CC=CC=C5C4=O)O)(C(=O)C)O)N)O. Cell line: SF-539. Synergy scores: CSS=76.8, Synergy_ZIP=-0.240, Synergy_Bliss=0.272, Synergy_Loewe=2.24, Synergy_HSA=3.82. (3) Drug 2: C1CC(=O)NC(=O)C1N2C(=O)C3=CC=CC=C3C2=O. Cell line: UO-31. Synergy scores: CSS=16.2, Synergy_ZIP=-4.54, Synergy_Bliss=3.83, Synergy_Loewe=-0.0368, Synergy_HSA=2.41. Drug 1: C1=C(C(=O)NC(=O)N1)N(CCCl)CCCl. (4) Drug 1: CC1C(C(CC(O1)OC2CC(CC3=C2C(=C4C(=C3O)C(=O)C5=C(C4=O)C(=CC=C5)OC)O)(C(=O)CO)O)N)O.Cl. Drug 2: CC1=CC2C(CCC3(C2CCC3(C(=O)C)OC(=O)C)C)C4(C1=CC(=O)CC4)C. Cell line: SK-MEL-28. Synergy scores: CSS=-1.50, Synergy_ZIP=1.83, Synergy_Bliss=-0.669, Synergy_Loewe=-1.71, Synergy_HSA=-5.52. (5) Drug 1: CNC(=O)C1=NC=CC(=C1)OC2=CC=C(C=C2)NC(=O)NC3=CC(=C(C=C3)Cl)C(F)(F)F. Drug 2: CS(=O)(=O)OCCCCOS(=O)(=O)C. Cell line: UACC62. Synergy scores: CSS=2.20, Synergy_ZIP=-2.65, Synergy_Bliss=-3.19, Synergy_Loewe=-3.63, Synergy_HSA=-2.64. (6) Drug 1: CC1=C2C(C(=O)C3(C(CC4C(C3C(C(C2(C)C)(CC1OC(=O)C(C(C5=CC=CC=C5)NC(=O)OC(C)(C)C)O)O)OC(=O)C6=CC=CC=C6)(CO4)OC(=O)C)O)C)O. Drug 2: C1=NC(=NC(=O)N1C2C(C(C(O2)CO)O)O)N. Cell line: TK-10. Synergy scores: CSS=17.6, Synergy_ZIP=-9.39, Synergy_Bliss=-0.268, Synergy_Loewe=-2.71, Synergy_HSA=-1.88. (7) Synergy scores: CSS=11.0, Synergy_ZIP=-7.96, Synergy_Bliss=-4.71, Synergy_Loewe=-4.66, Synergy_HSA=-4.76. Drug 1: C1=C(C(=O)NC(=O)N1)N(CCCl)CCCl. Drug 2: CC1CCCC2(C(O2)CC(NC(=O)CC(C(C(=O)C(C1O)C)(C)C)O)C(=CC3=CSC(=N3)C)C)C. Cell line: OVCAR3.